This data is from Reaction yield outcomes from USPTO patents with 853,638 reactions. The task is: Predict the reaction yield, written as a fraction of the theoretical maximum amount of product (1.0 means a 100% yield; for example, 0.34 means a 34% yield). (1) The reactants are [F:1][C:2]1[CH:7]=[CH:6][C:5]([C:8]2[S:12][C:11]([CH3:13])=[N:10][C:9]=2[C:14]([OH:16])=O)=[CH:4][CH:3]=1.C(N(CC)C(C)C)(C)C.CN(C(ON1N=NC2C=CC=NC1=2)=[N+](C)C)C.F[P-](F)(F)(F)(F)F.[CH3:50][O:51][C:52](=[O:60])[CH2:53][CH:54]1[CH2:59][CH2:58][CH2:57][CH2:56][NH:55]1. The catalyst is CN(C=O)C.O. The product is [CH3:50][O:51][C:52](=[O:60])[CH2:53][CH:54]1[CH2:59][CH2:58][CH2:57][CH2:56][N:55]1[C:14]([C:9]1[N:10]=[C:11]([CH3:13])[S:12][C:8]=1[C:5]1[CH:4]=[CH:3][C:2]([F:1])=[CH:7][CH:6]=1)=[O:16]. The yield is 0.850. (2) The reactants are [C:1]([CH2:3][C:4]([OH:6])=O)#[N:2].[Li]CCCC.[C:12]1([CH2:18]C(Cl)=O)[CH:17]=[CH:16][CH:15]=[CH:14][CH:13]=1. The catalyst is C1COCC1. The product is [O:6]=[C:4]([CH2:18][C:12]1[CH:17]=[CH:16][CH:15]=[CH:14][CH:13]=1)[CH2:3][C:1]#[N:2]. The yield is 0.400. (3) The reactants are [NH2:1][C@H:2]([C:6]1[CH:11]=[CH:10][C:9]([Br:12])=[CH:8][CH:7]=1)[CH2:3][CH2:4][OH:5].[C:13]([O:17][C:18]([NH:20][C:21]1([C:36](O)=[O:37])[CH2:26][CH2:25][N:24]([C:27]2[C:28]3[CH:35]=[CH:34][NH:33][C:29]=3[N:30]=[CH:31][N:32]=2)[CH2:23][CH2:22]1)=[O:19])([CH3:16])([CH3:15])[CH3:14].CCN(C(C)C)C(C)C.F[P-](F)(F)(F)(F)F.N1(OC(N(C)C)=[N+](C)C)C2N=CC=CC=2N=N1. The catalyst is CC(N(C)C)=O. The yield is 0.445. The product is [Br:12][C:9]1[CH:8]=[CH:7][C:6]([C@@H:2]([NH:1][C:36]([C:21]2([NH:20][C:18](=[O:19])[O:17][C:13]([CH3:15])([CH3:14])[CH3:16])[CH2:22][CH2:23][N:24]([C:27]3[C:28]4[CH:35]=[CH:34][NH:33][C:29]=4[N:30]=[CH:31][N:32]=3)[CH2:25][CH2:26]2)=[O:37])[CH2:3][CH2:4][OH:5])=[CH:11][CH:10]=1. (4) The reactants are Cl[C:2]1[N:7]=[CH:6][N:5]=[C:4]([N:8]2[CH2:13][CH2:12][N:11]([C:14]([O:16][C:17]([CH3:20])([CH3:19])[CH3:18])=[O:15])[CH2:10][CH2:9]2)[CH:3]=1.[F:21][C:22]1[CH:27]=[CH:26][C:25](B(O)O)=[CH:24][CH:23]=1.C(=O)([O-])[O-].[Na+].[Na+].C1(C)C=CC=CC=1. The catalyst is O. The product is [F:21][C:22]1[CH:27]=[CH:26][C:25]([C:2]2[N:7]=[CH:6][N:5]=[C:4]([N:8]3[CH2:13][CH2:12][N:11]([C:14]([O:16][C:17]([CH3:20])([CH3:19])[CH3:18])=[O:15])[CH2:10][CH2:9]3)[CH:3]=2)=[CH:24][CH:23]=1. The yield is 0.500. (5) The reactants are [F:1][C:2]1[CH:7]=[CH:6][CH:5]=[CH:4][C:3]=1[C@@H:8]1[NH:13][C:12](=[O:14])[C@H:11]([CH2:15][CH:16]([CH3:18])[CH3:17])[NH:10][CH2:9]1.[F:19][C:20]1[CH:25]=[CH:24][C:23]([C@@H:26]2[CH2:28][C@H:27]2[C:29](O)=[O:30])=[CH:22][CH:21]=1.C([C@@H]1N(C([C@@H]2C[C@H]2C2C=CC=CC=2)=O)C[C@H](CC(C)C)NC1=O)C(C)C. No catalyst specified. The product is [F:1][C:2]1[CH:7]=[CH:6][CH:5]=[CH:4][C:3]=1[C@@H:8]1[NH:13][C:12](=[O:14])[C@H:11]([CH2:15][CH:16]([CH3:18])[CH3:17])[N:10]([C:29]([C@@H:27]2[CH2:28][C@H:26]2[C:23]2[CH:22]=[CH:21][C:20]([F:19])=[CH:25][CH:24]=2)=[O:30])[CH2:9]1. The yield is 0.640. (6) The reactants are [C:1]([NH:4][C:5]1[CH:6]=[C:7]([CH:11]([NH:51]C(=O)OC(C)(C)C)[CH2:12][N:13]2[C:18](=[O:19])[C:17]3[C:20]4([O:36][CH2:37][C:16]=3[N:15]([CH2:38][C:39]3[C:44]([C:45]([F:48])([F:47])[F:46])=[CH:43][CH:42]=[CH:41][C:40]=3[F:49])[C:14]2=[O:50])[CH2:25][CH2:24][N:23]([CH2:26][C:27]2[O:28][C:29]([C:32]([F:35])([F:34])[F:33])=[CH:30][CH:31]=2)[CH2:22][CH2:21]4)[CH:8]=[CH:9][CH:10]=1)(=[O:3])[CH3:2].FC(F)(F)C(O)=O.C([O-])(O)=O.[Na+]. The catalyst is ClCCl. The product is [NH2:51][CH:11]([C:7]1[CH:6]=[C:5]([NH:4][C:1](=[O:3])[CH3:2])[CH:10]=[CH:9][CH:8]=1)[CH2:12][N:13]1[C:18](=[O:19])[C:17]2[C:20]3([O:36][CH2:37][C:16]=2[N:15]([CH2:38][C:39]2[C:44]([C:45]([F:46])([F:47])[F:48])=[CH:43][CH:42]=[CH:41][C:40]=2[F:49])[C:14]1=[O:50])[CH2:25][CH2:24][N:23]([CH2:26][C:27]1[O:28][C:29]([C:32]([F:35])([F:34])[F:33])=[CH:30][CH:31]=1)[CH2:22][CH2:21]3. The yield is 0.730. (7) The reactants are [CH3:1][C:2]([OH:11])([CH2:5][CH2:6][CH2:7][CH:8]([CH3:10])[CH3:9])[CH:3]=[CH2:4].[CH2:12](Br)[CH:13]=[CH2:14].[H-].[Na+]. The catalyst is CN(C=O)C. The product is [CH2:14]([O:11][C:2]([CH3:1])([CH2:5][CH2:6][CH2:7][CH:8]([CH3:9])[CH3:10])[CH:3]=[CH2:4])[CH:13]=[CH2:12]. The yield is 0.900. (8) The reactants are Cl[C:2]1[S:3][CH:4]=[CH:5][N:6]=1.[NH2:7][C:8]1[CH:13]=[CH:12][C:11]([OH:14])=[C:10]([CH3:15])[CH:9]=1.[OH-].[K+]. The catalyst is CC(N(C)C)=O. The product is [CH3:15][C:10]1[CH:9]=[C:8]([CH:13]=[CH:12][C:11]=1[O:14][C:2]1[S:3][CH:4]=[CH:5][N:6]=1)[NH2:7]. The yield is 0.550. (9) The reactants are [CH3:1][C:2]1[NH:10][C:5]2=[N:6][CH:7]=[CH:8][CH:9]=[C:4]2[C:3]=1[C:11]([O:13][C:14]([CH3:17])([CH3:16])[CH3:15])=[O:12].C(=O)([O-])[O-].[Cs+].[Cs+].CN(C=O)C.Br[CH:30]([CH3:35])[C:31]([O:33][CH3:34])=[O:32]. The product is [CH3:34][O:33][C:31](=[O:32])[CH:30]([N:10]1[C:5]2=[N:6][CH:7]=[CH:8][CH:9]=[C:4]2[C:3]([C:11]([O:13][C:14]([CH3:17])([CH3:16])[CH3:15])=[O:12])=[C:2]1[CH3:1])[CH3:35]. The catalyst is [Cl-].[Na+].O. The yield is 0.640. (10) The reactants are [CH3:1][O:2][C:3]1[CH:8]=[CH:7][CH:6]=[C:5]([O:9][CH3:10])[C:4]=1[OH:11].[Br:12]N1C(=O)CCC1=O. The catalyst is [H-].[Na+].C(Cl)(Cl)Cl. The product is [Br:12][C:7]1[CH:6]=[C:5]([O:9][CH3:10])[C:4]([OH:11])=[C:3]([O:2][CH3:1])[CH:8]=1. The yield is 0.220.